Dataset: Catalyst prediction with 721,799 reactions and 888 catalyst types from USPTO. Task: Predict which catalyst facilitates the given reaction. (1) Reactant: [F:1][C:2]1[C:7]([F:8])=[CH:6][CH:5]=[CH:4][C:3]=1[C:9]1([OH:14])[CH2:13][CH2:12][NH:11][CH2:10]1.C(=O)([O-])[O-].[K+].[K+].Br[CH2:22][CH:23]([CH3:25])[CH3:24]. Product: [F:1][C:2]1[C:7]([F:8])=[CH:6][CH:5]=[CH:4][C:3]=1[C:9]1([OH:14])[CH2:13][CH2:12][N:11]([CH2:22][CH:23]([CH3:25])[CH3:24])[CH2:10]1. The catalyst class is: 10. (2) Reactant: [BH4-].[CH3:2][N:3]1[C:7]([C:8]2[CH:13]=[CH:12][N:11]=[CH:10][CH:9]=2)=[N:6][N:5]=[C:4]1[SH:14].I[C:16]1[CH:35]=[CH:34][C:19]([CH2:20][NH:21][C:22]2[CH:27]=[CH:26][C:25]([CH2:28][C:29]([O:31][CH2:32][CH3:33])=[O:30])=[CH:24][CH:23]=2)=[C:18]([O:36][CH2:37][CH2:38][CH3:39])[CH:17]=1. Product: [CH2:32]([O:31][C:29](=[O:30])[CH2:28][C:25]1[CH:26]=[CH:27][C:22]([NH:21][CH2:20][C:19]2[CH:34]=[CH:35][C:16]([S:14][C:4]3[N:3]([CH3:2])[C:7]([C:8]4[CH:13]=[CH:12][N:11]=[CH:10][CH:9]=4)=[N:6][N:5]=3)=[CH:17][C:18]=2[O:36][CH2:37][CH2:38][CH3:39])=[CH:23][CH:24]=1)[CH3:33]. The catalyst class is: 214. (3) Reactant: [Cl:1][C:2]1[N:7]=[CH:6][C:5]([CH:8]([C:15]2[CH:20]=[CH:19][CH:18]=[CH:17][CH:16]=2)[C:9]([CH3:14])([CH3:13])[C:10](O)=[O:11])=[CH:4][CH:3]=1.Cl.CN(C)CCCN=C=NCC.[S:33]1[CH:37]=[N:36][N:35]=[C:34]1[NH2:38].C(N(C(C)C)CC)(C)C. Product: [Cl:1][C:2]1[N:7]=[CH:6][C:5]([CH:8]([C:15]2[CH:20]=[CH:19][CH:18]=[CH:17][CH:16]=2)[C:9]([CH3:14])([CH3:13])[C:10]([NH:38][C:34]2[S:33][CH:37]=[N:36][N:35]=2)=[O:11])=[CH:4][CH:3]=1. The catalyst class is: 23. (4) Reactant: [CH3:1][O:2][C:3](=[O:17])[C:4]1[CH:9]=[C:8]([N:10]2[CH2:14][CH2:13][CH2:12][C:11]2=[O:15])[CH:7]=[C:6]([OH:16])[CH:5]=1.[CH2:18]([O:25][CH2:26][CH2:27][CH2:28]O)[C:19]1[CH:24]=[CH:23][CH:22]=[CH:21][CH:20]=1.C1(P(C2C=CC=CC=2)C2C=CC=CC=2)C=CC=CC=1.CCOC(/N=N/C(OCC)=O)=O. Product: [CH3:1][O:2][C:3](=[O:17])[C:4]1[CH:9]=[C:8]([N:10]2[CH2:14][CH2:13][CH2:12][C:11]2=[O:15])[CH:7]=[C:6]([O:16][CH2:28][CH2:27][CH2:26][O:25][CH2:18][C:19]2[CH:24]=[CH:23][CH:22]=[CH:21][CH:20]=2)[CH:5]=1. The catalyst class is: 1. (5) Reactant: CN(C)[C@H]1CCN(C2[C:9]([C:22]3[CH:27]=[CH:26][CH:25]=[CH:24][CH:23]=3)=[C:10]([CH3:21])[C:11]([C:19]#[N:20])=[C:12]3C=2O[C:14]([NH:17][CH3:18])=[N:13]3)C1.[C:29](Cl)(=[O:31])[CH3:30].[CH:33]([N:36]([CH:39]([CH3:41])[CH3:40])[CH2:37]C)(C)C.[N:42]1[CH:47]=CC=CC=1.[O:48]1CC[CH2:50][CH2:49]1. Product: [C:19]([C:11]1[C:12]2[N:13]=[C:14]([N:17]([CH3:18])[C:49](=[O:48])[CH3:50])[O:31][C:29]=2[C:30]([N:42]2[CH2:47][CH2:41][C@H:39]([N:36]([CH3:37])[CH3:33])[CH2:40]2)=[C:9]([C:22]2[CH:23]=[CH:24][CH:25]=[CH:26][CH:27]=2)[C:10]=1[CH3:21])#[N:20]. The catalyst class is: 84.